Dataset: Forward reaction prediction with 1.9M reactions from USPTO patents (1976-2016). Task: Predict the product of the given reaction. (1) Given the reactants O=[C:2]1[C:11]2[C:6](=[C:7]([C:12]([O:14][CH3:15])=[O:13])[CH:8]=[CH:9][CH:10]=2)[N:5]=[CH:4][NH:3]1.O=P(Cl)(Cl)Cl.CCN(C(C)C)C(C)C.[F:30][C:31]([F:41])([F:40])[C:32]1[CH:33]=[C:34]([CH:37]=[CH:38][CH:39]=1)[CH2:35][NH2:36], predict the reaction product. The product is: [F:30][C:31]([F:40])([F:41])[C:32]1[CH:33]=[C:34]([CH:37]=[CH:38][CH:39]=1)[CH2:35][NH:36][C:2]1[C:11]2[C:6](=[C:7]([C:12]([O:14][CH3:15])=[O:13])[CH:8]=[CH:9][CH:10]=2)[N:5]=[CH:4][N:3]=1. (2) Given the reactants Br[CH2:2][C:3]1[C:4]2[CH:11]=[CH:10][CH:9]=[CH:8][C:5]=2[S:6][CH:7]=1.CN(C)C=O.[C:17]([NH:24][S:25]([NH2:28])(=[O:27])=[O:26])([O:19][C:20]([CH3:23])([CH3:22])[CH3:21])=[O:18].C(=O)([O-])[O-].[K+].[K+], predict the reaction product. The product is: [S:6]1[CH:7]=[C:3]([CH2:2][N:24]([S:25](=[O:26])(=[O:27])[NH2:28])[C:17](=[O:18])[O:19][C:20]([CH3:23])([CH3:22])[CH3:21])[C:4]2[CH:11]=[CH:10][CH:9]=[CH:8][C:5]1=2. (3) Given the reactants [N:1]1[CH:6]=[CH:5][C:4]([C:7]2[C:8]([C:21]3[CH:22]=[C:23]([NH:27][C:28]([NH:30][C:31]4[CH:36]=[CH:35][C:34]([C:37]([F:40])([F:39])[F:38])=[CH:33][CH:32]=4)=[O:29])[CH:24]=[CH:25][CH:26]=3)=[N:9][N:10]([CH2:12][CH2:13][O:14]C3CCCCO3)[CH:11]=2)=[CH:3][CH:2]=1.C(Cl)Cl, predict the reaction product. The product is: [OH:14][CH2:13][CH2:12][N:10]1[CH:11]=[C:7]([C:4]2[CH:5]=[CH:6][N:1]=[CH:2][CH:3]=2)[C:8]([C:21]2[CH:22]=[C:23]([NH:27][C:28]([NH:30][C:31]3[CH:32]=[CH:33][C:34]([C:37]([F:40])([F:39])[F:38])=[CH:35][CH:36]=3)=[O:29])[CH:24]=[CH:25][CH:26]=2)=[N:9]1. (4) Given the reactants [CH3:1][C:2]([CH3:16])([CH3:15])[CH2:3][CH:4]([C:10]([O:12]CC)=[O:11])[C:5]([O:7]CC)=[O:6].CO.[OH-].[K+].C1(C)C=CC=CC=1, predict the reaction product. The product is: [CH3:1][C:2]([CH3:16])([CH3:15])[CH2:3][CH:4]([C:5]([OH:7])=[O:6])[C:10]([OH:12])=[O:11]. (5) Given the reactants C([O:5][C:6]([N:8]1[CH2:11][CH:10]([CH2:12][C:13]2[CH:18]=[CH:17][CH:16]=[CH:15][C:14]=2[O:19][CH3:20])[CH2:9]1)=O)(C)(C)C.C(O)([C:23]([F:26])([F:25])[F:24])=O.C(N(CC)CC)C.FC(F)(F)C(OC(=O)C(F)(F)F)=O.C([O-])(O)=O.[Na+], predict the reaction product. The product is: [F:24][C:23]([F:26])([F:25])[C:6]([N:8]1[CH2:11][CH:10]([CH2:12][C:13]2[CH:18]=[CH:17][CH:16]=[CH:15][C:14]=2[O:19][CH3:20])[CH2:9]1)=[O:5]. (6) Given the reactants [OH:1][C@H:2]([CH3:12])[CH2:3][NH:4][CH2:5][CH2:6][C:7]([O:9][CH2:10][CH3:11])=[O:8].C(N(CC)CC)C.[CH3:20][Si:21](Cl)([CH3:23])[CH3:22], predict the reaction product. The product is: [CH3:20][Si:21]([CH3:23])([CH3:22])[O:1][C@H:2]([CH3:12])[CH2:3][NH:4][CH2:5][CH2:6][C:7]([O:9][CH2:10][CH3:11])=[O:8].